Predict the reactants needed to synthesize the given product. From a dataset of Full USPTO retrosynthesis dataset with 1.9M reactions from patents (1976-2016). (1) The reactants are: [CH2:1]([O:3][C:4](=[O:19])[CH:5]([CH2:9][C:10]([C:12]1[CH:17]=[CH:16][C:15]([Cl:18])=[CH:14][CH:13]=1)=O)[C:6](=O)[CH3:7])[CH3:2].[NH2:20][C:21]1[CH:26]=[CH:25][CH:24]=[CH:23][CH:22]=1. Given the product [CH2:1]([O:3][C:4]([C:5]1[CH:9]=[C:10]([C:12]2[CH:17]=[CH:16][C:15]([Cl:18])=[CH:14][CH:13]=2)[N:20]([C:21]2[CH:26]=[CH:25][CH:24]=[CH:23][CH:22]=2)[C:6]=1[CH3:7])=[O:19])[CH3:2], predict the reactants needed to synthesize it. (2) Given the product [CH2:7]([NH:13][C:1](=[O:5])[O:2][CH2:3][Cl:4])[CH2:8][CH2:9][CH2:10][CH2:11][CH3:12], predict the reactants needed to synthesize it. The reactants are: [C:1](Cl)(=[O:5])[O:2][CH2:3][Cl:4].[CH2:7]([NH2:13])[CH2:8][CH2:9][CH2:10][CH2:11][CH3:12].N1C=CC=CC=1. (3) Given the product [CH3:1][O:2][C:3]1[CH:4]=[C:5]([CH2:11][CH2:12][NH:13][C:14](=[O:27])[C:15]([C:20]2[CH:25]=[CH:24][C:23]([Cl:26])=[CH:22][CH:21]=2)=[CH:16][OH:29])[CH:6]=[CH:7][C:8]=1[O:9][CH3:10], predict the reactants needed to synthesize it. The reactants are: [CH3:1][O:2][C:3]1[CH:4]=[C:5]([CH2:11][CH2:12][NH:13][C:14](=[O:27])[C:15]([C:20]2[CH:25]=[CH:24][C:23]([Cl:26])=[CH:22][CH:21]=2)=[CH:16]N(C)C)[CH:6]=[CH:7][C:8]=1[O:9][CH3:10].Cl.[O:29]1CCCC1. (4) Given the product [F:8][C:9]1[CH:10]=[C:11]([CH:15]2[CH2:24][CH2:23][C:22]3[C:17](=[CH:18][CH:19]=[C:20]([OH:26])[CH:21]=3)[O:16]2)[CH:12]=[CH:13][CH:14]=1, predict the reactants needed to synthesize it. The reactants are: C([SiH](CC)CC)C.[F:8][C:9]1[CH:10]=[C:11]([CH:15]2[CH2:24][CH:23](O)[C:22]3[C:17](=[CH:18][CH:19]=[C:20]([OH:26])[CH:21]=3)[O:16]2)[CH:12]=[CH:13][CH:14]=1.FC(F)(F)C(O)=O.